This data is from HIV replication inhibition screening data with 41,000+ compounds from the AIDS Antiviral Screen. The task is: Binary Classification. Given a drug SMILES string, predict its activity (active/inactive) in a high-throughput screening assay against a specified biological target. (1) The drug is C=C1CC2CC(C)CC(O)C2(CCCNC(=O)CCOCc2ccccc2)C1O. The result is 0 (inactive). (2) The compound is N=c1ccn(C2OC(CO)CC2F)c(=O)[nH]1. The result is 1 (active). (3) The compound is COCCOc1cc(C)cc(C=C(C)C=CC2=C(C)CCCC2(C)C)n1. The result is 0 (inactive). (4) The compound is COC(=O)N1CCC(Sc2ccccc2)C2(CCSc3ccccc3)CCC=C12. The result is 0 (inactive). (5) The molecule is O=C1C(=Cc2cccc(Br)c2)Cc2ccccc21. The result is 0 (inactive). (6) The molecule is S=C(N1CCN(c2ccccc2)CC1)N1CCN(c2ccccc2)CC1. The result is 0 (inactive).